From a dataset of Forward reaction prediction with 1.9M reactions from USPTO patents (1976-2016). Predict the product of the given reaction. (1) Given the reactants [C:1]([OH:5])(=[O:4])[CH2:2][SH:3].[H-].[Na+].Br[C:9]1[N:10]([CH2:19][C:20]2[CH:25]=[CH:24][CH:23]=[CH:22][CH:21]=2)[C:11]2[C:16]([N:17]=1)=[C:15]([NH2:18])[N:14]=[CH:13][N:12]=2, predict the reaction product. The product is: [C:1]([CH2:2][S:3][C:9]1[N:10]([CH2:19][C:20]2[CH:21]=[CH:22][CH:23]=[CH:24][CH:25]=2)[C:11]2[C:16]([N:17]=1)=[C:15]([NH2:18])[N:14]=[CH:13][N:12]=2)([OH:5])=[O:4]. (2) Given the reactants O.[OH-].[Li+].C[O:5][C:6]([C:8]1[C:16]2[C:11](=[CH:12][CH:13]=[CH:14][CH:15]=2)[N:10]([C:17]2[C:26]3[C:21](=[CH:22][CH:23]=[C:24]([O:27][CH3:28])[CH:25]=3)[N:20]=[CH:19][CH:18]=2)[CH:9]=1)=[O:7], predict the reaction product. The product is: [C:6]([C:8]1[C:16]2[C:11](=[CH:12][CH:13]=[CH:14][CH:15]=2)[N:10]([C:17]2[C:26]3[C:21](=[CH:22][CH:23]=[C:24]([O:27][CH3:28])[CH:25]=3)[N:20]=[CH:19][CH:18]=2)[CH:9]=1)([OH:7])=[O:5]. (3) Given the reactants [H-].[Na+].[CH2:3]([N:10]1[CH2:15][CH2:14][CH2:13][C@@H:12]([OH:16])[CH2:11]1)[C:4]1[CH:9]=[CH:8][CH:7]=[CH:6][CH:5]=1.Cl[C:18]1[C:19]2[C:26]([C:27]3[CH:32]=[CH:31][C:30]([CH2:33][CH3:34])=[CH:29][CH:28]=3)=[C:25]([I:35])[O:24][C:20]=2[N:21]=[CH:22][N:23]=1.O, predict the reaction product. The product is: [CH2:3]([N:10]1[CH2:15][CH2:14][CH2:13][C@@H:12]([O:16][C:18]2[C:19]3[C:26]([C:27]4[CH:28]=[CH:29][C:30]([CH2:33][CH3:34])=[CH:31][CH:32]=4)=[C:25]([I:35])[O:24][C:20]=3[N:21]=[CH:22][N:23]=2)[CH2:11]1)[C:4]1[CH:5]=[CH:6][CH:7]=[CH:8][CH:9]=1. (4) Given the reactants C[O:2][C:3]1[CH:8]=[CH:7][C:6]([CH3:9])=[CH:5][C:4]=1[N:10]1[CH2:31][CH2:30][C:13]2([C:17](=[O:18])[N:16]([C:19]3[CH:24]=[CH:23][C:22]([O:25][C:26]([F:29])([F:28])[F:27])=[CH:21][CH:20]=3)[CH2:15][CH2:14]2)[CH2:12][CH2:11]1.B(Br)(Br)Br, predict the reaction product. The product is: [OH:2][C:3]1[CH:8]=[CH:7][C:6]([CH3:9])=[CH:5][C:4]=1[N:10]1[CH2:31][CH2:30][C:13]2([C:17](=[O:18])[N:16]([C:19]3[CH:24]=[CH:23][C:22]([O:25][C:26]([F:28])([F:29])[F:27])=[CH:21][CH:20]=3)[CH2:15][CH2:14]2)[CH2:12][CH2:11]1. (5) Given the reactants [OH:1][C:2]1[CH:3]=[C:4]([NH:8][C:9]2[N:14]=[C:13]([NH:15][C:16]3[CH:21]=[CH:20][CH:19]=[C:18]([OH:22])[CH:17]=3)[C:12](F)=[CH:11][N:10]=2)[CH:5]=[CH:6][CH:7]=1.ClC1N=C(Cl)C([C:32]([F:35])([F:34])[F:33])=CN=1.NC1C=C(O)C=CC=1, predict the reaction product. The product is: [OH:1][C:2]1[CH:3]=[C:4]([NH:8][C:9]2[N:14]=[C:13]([NH:15][C:16]3[CH:21]=[CH:20][CH:19]=[C:18]([OH:22])[CH:17]=3)[C:12]([C:32]([F:35])([F:34])[F:33])=[CH:11][N:10]=2)[CH:5]=[CH:6][CH:7]=1. (6) Given the reactants [OH2:1].[Na].[O:3]=[Al-:4]=O.[Na+:6].[O-:7][Si:8]([O-])=O.[Na+].[Na+], predict the reaction product. The product is: [OH2:3].[O-2:7].[O-2:1].[O-2:3].[O-2:3].[O-2:3].[O-2:3].[Na+:6].[Na+:6].[Al+3:4].[Al+3:4].[Si+4:8]. (7) Given the reactants CC(N=NC(C#N)(C)C)([C:4]#[N:5])C.C1C(=O)N(Br)C(=O)C1.[F:21][C:22]1[CH:27]=[CH:26][C:25]([C:28]2[O:54][C:31]3=[N:32][CH:33]=[C:34]([C:36]4[CH:37]=[C:38]([CH:51]=[CH:52][CH:53]=4)[C:39]([NH:41][C:42]4([C:45]5[CH:50]=[CH:49][CH:48]=[CH:47][CH:46]=5)[CH2:44][CH2:43]4)=[O:40])[CH:35]=[C:30]3[C:29]=2[CH:55]=[O:56])=[CH:24][CH:23]=1.CN, predict the reaction product. The product is: [F:21][C:22]1[CH:27]=[CH:26][C:25]([C:28]2[O:54][C:31]3=[N:32][CH:33]=[C:34]([C:36]4[CH:53]=[CH:52][CH:51]=[C:38]([C:39](=[O:40])[NH:41][C:42]5([C:45]6[CH:50]=[CH:49][CH:48]=[CH:47][CH:46]=6)[CH2:43][CH2:44]5)[CH:37]=4)[CH:35]=[C:30]3[C:29]=2[C:55]([NH:5][CH3:4])=[O:56])=[CH:24][CH:23]=1. (8) Given the reactants [C:1]1([C:7]([C:12]2[CH:17]=[CH:16][CH:15]=[CH:14][CH:13]=2)([CH3:11])[C:8]([OH:10])=O)[CH:6]=[CH:5][CH:4]=[CH:3][CH:2]=1.[NH2:18][CH2:19][CH2:20][CH2:21][N:22]1[CH2:27][CH2:26][CH:25]([C:28]2[CH:29]=[CH:30][C:31]([F:40])=[C:32]([NH:34][C:35](=[O:39])[CH:36]([CH3:38])[CH3:37])[CH:33]=2)[CH2:24][CH2:23]1, predict the reaction product. The product is: [F:40][C:31]1[CH:30]=[CH:29][C:28]([CH:25]2[CH2:24][CH2:23][N:22]([CH2:21][CH2:20][CH2:19][NH:18][C:8](=[O:10])[C:7]([C:1]3[CH:2]=[CH:3][CH:4]=[CH:5][CH:6]=3)([C:12]3[CH:17]=[CH:16][CH:15]=[CH:14][CH:13]=3)[CH3:11])[CH2:27][CH2:26]2)=[CH:33][C:32]=1[NH:34][C:35](=[O:39])[CH:36]([CH3:37])[CH3:38].